The task is: Predict the reactants needed to synthesize the given product.. This data is from Full USPTO retrosynthesis dataset with 1.9M reactions from patents (1976-2016). (1) Given the product [F:1][C:2]([F:16])([F:17])[C:3]1[CH:15]=[CH:14][C:6](/[CH:7]=[CH:8]/[CH2:9][OH:10])=[CH:5][CH:4]=1, predict the reactants needed to synthesize it. The reactants are: [F:1][C:2]([F:17])([F:16])[C:3]1[CH:15]=[CH:14][C:6](/[CH:7]=[CH:8]/[C:9](OCC)=[O:10])=[CH:5][CH:4]=1.[H-].C([Al+]CC(C)C)C(C)C.C1(C)C=CC=CC=1. (2) Given the product [F:10][C:11]1[CH:12]=[CH:13][C:14]([CH:17]2[CH2:26][CH:25]([N:1]3[CH:5]=[N:4][CH:3]=[N:2]3)[C:24]3[C:19](=[CH:20][CH:21]=[CH:22][CH:23]=3)[NH:18]2)=[CH:15][CH:16]=1, predict the reactants needed to synthesize it. The reactants are: [NH:1]1[CH:5]=[N:4][CH:3]=[N:2]1.S(Cl)(Cl)=O.[F:10][C:11]1[CH:16]=[CH:15][C:14]([CH:17]2[CH2:26][CH:25](O)[C:24]3[C:19](=[CH:20][CH:21]=[CH:22][CH:23]=3)[NH:18]2)=[CH:13][CH:12]=1. (3) The reactants are: [CH2:1]([O:8][C:9](=[O:24])[NH:10][C@@H:11]1[CH2:14][N:13](C2C=CC(OC)=CC=2)[C:12]1=[O:23])[C:2]1[CH:7]=[CH:6][CH:5]=[CH:4][CH:3]=1.O=[N+]([O-])[O-].[O-][N+](=O)[O-].[O-][N+](=O)[O-].[O-][N+](=O)[O-].[O-][N+](=O)[O-].[O-][N+](=O)[O-].[Ce+4].[NH4+].[NH4+].C([O-])(O)=O.[Na+].CCOC(C)=O. Given the product [CH2:1]([O:8][C:9](=[O:24])[NH:10][C@@H:11]1[CH2:14][NH:13][C:12]1=[O:23])[C:2]1[CH:3]=[CH:4][CH:5]=[CH:6][CH:7]=1, predict the reactants needed to synthesize it. (4) Given the product [C:3]([CH2:2][NH:1][S:15]([CH2:12][CH2:13][CH3:14])(=[O:17])=[O:16])#[N:4], predict the reactants needed to synthesize it. The reactants are: [NH2:1][CH2:2][C:3]#[N:4].C(N(CC)CC)C.[CH2:12]([S:15](Cl)(=[O:17])=[O:16])[CH2:13][CH3:14].